From a dataset of Full USPTO retrosynthesis dataset with 1.9M reactions from patents (1976-2016). Predict the reactants needed to synthesize the given product. (1) Given the product [F:20][C:15]1[CH:14]=[CH:13][C:12]([NH:11][C:7](=[O:8])[C:6]2[CH:10]=[C:2]([CH3:1])[CH:3]=[N:4][CH:5]=2)=[CH:17][C:16]=1[CH:18]=[O:19], predict the reactants needed to synthesize it. The reactants are: [CH3:1][C:2]1[CH:3]=[N:4][CH:5]=[C:6]([CH:10]=1)[C:7](Cl)=[O:8].[NH2:11][C:12]1[CH:13]=[CH:14][C:15]([F:20])=[C:16]([CH2:18][OH:19])[CH:17]=1. (2) Given the product [F:1][C:2]1[N:7]=[C:6]([NH:8][CH2:9][C@@H:10]([C@@H:12]([NH:17][C:59](=[O:92])[O:60][C@H:61]([CH2:66][N:67]2[CH:71]=[CH:70][C:69]([C:72]3[CH:73]=[CH:74][C:75]([C:78]([F:80])([F:79])[F:81])=[CH:76][CH:77]=3)=[N:68]2)[C:62]([CH3:63])([CH3:65])[CH3:64])[CH2:13][CH2:14][CH2:15][CH3:16])[OH:11])[CH:5]=[CH:4][CH:3]=1, predict the reactants needed to synthesize it. The reactants are: [F:1][C:2]1[N:7]=[C:6]([NH:8][CH2:9][C@@H:10]([C@@H:12]([NH:17]C(=O)OC(C)(C)C)[CH2:13][CH2:14][CH2:15][CH3:16])[OH:11])[CH:5]=[CH:4][CH:3]=1.FC1N=C(NC[C@H]([C@@H](NC(=O)OC(C)(C)C)CCCC)O)C=CC=1.Cl.C(N(CC)C(C)C)(C)C.[C:59](=[O:92])(OC1C=CC([N+]([O-])=O)=CC=1)[O:60][C@H:61]([CH2:66][N:67]1[CH:71]=[CH:70][C:69]([C:72]2[CH:77]=[CH:76][C:75]([C:78]([F:81])([F:80])[F:79])=[CH:74][CH:73]=2)=[N:68]1)[C:62]([CH3:65])([CH3:64])[CH3:63].